Dataset: Peptide-MHC class I binding affinity with 185,985 pairs from IEDB/IMGT. Task: Regression. Given a peptide amino acid sequence and an MHC pseudo amino acid sequence, predict their binding affinity value. This is MHC class I binding data. (1) The peptide sequence is FQAGMRLYF. The MHC is HLA-A68:02 with pseudo-sequence HLA-A68:02. The binding affinity (normalized) is 0.0847. (2) The peptide sequence is ILPSPHCM. The MHC is Mamu-A01 with pseudo-sequence Mamu-A01. The binding affinity (normalized) is 0.679. (3) The peptide sequence is VPNYNMIIM. The MHC is HLA-B51:01 with pseudo-sequence HLA-B51:01. The binding affinity (normalized) is 0.373. (4) The peptide sequence is TAYCPLQHW. The MHC is HLA-A26:01 with pseudo-sequence HLA-A26:01. The binding affinity (normalized) is 0.213. (5) The peptide sequence is TVKTNLYMK. The MHC is HLA-A03:01 with pseudo-sequence HLA-A03:01. The binding affinity (normalized) is 0.241. (6) The peptide sequence is YTVWYPNL. The binding affinity (normalized) is 0.746. The MHC is H-2-Kb with pseudo-sequence H-2-Kb. (7) The peptide sequence is CNSTVTSLI. The MHC is Mamu-B1001 with pseudo-sequence Mamu-B1001. The binding affinity (normalized) is 0.0258. (8) The peptide sequence is FRYKSRCYV. The MHC is HLA-A80:01 with pseudo-sequence HLA-A80:01. The binding affinity (normalized) is 0.0847. (9) The peptide sequence is FQPCFYIEL. The MHC is HLA-A24:02 with pseudo-sequence HLA-A24:02. The binding affinity (normalized) is 0.0496.